The task is: Predict the product of the given reaction.. This data is from Forward reaction prediction with 1.9M reactions from USPTO patents (1976-2016). (1) Given the reactants [N:1]12[CH2:8][CH2:7][CH:4]([CH2:5][CH2:6]1)[CH:3]([O:9][C:10](=[O:23])[NH:11][C:12]([C:15]1[CH:20]=[CH:19][C:18]([F:21])=[C:17](Br)[CH:16]=1)([CH3:14])[CH3:13])[CH2:2]2.[C:24]1(B(O)O)[CH:29]=[CH:28][CH:27]=[CH:26][CH:25]=1, predict the reaction product. The product is: [N:1]12[CH2:8][CH2:7][CH:4]([CH2:5][CH2:6]1)[CH:3]([O:9][C:10](=[O:23])[NH:11][C:12]([C:15]1[CH:16]=[C:17]([C:24]3[CH:29]=[CH:28][CH:27]=[CH:26][CH:25]=3)[C:18]([F:21])=[CH:19][CH:20]=1)([CH3:14])[CH3:13])[CH2:2]2. (2) Given the reactants [NH2:1][CH2:2][CH2:3][O:4][CH2:5][CH2:6][OH:7].C(N1[C:17](=[O:18])[C:16]2=[CH:19][CH:20]=[CH:21][CH:22]=[C:15]2[C:14]1=[O:23])(OCC)=O.C(N(CC)CC)C, predict the reaction product. The product is: [OH:7][CH2:6][CH2:5][O:4][CH2:3][CH2:2][N:1]1[C:17](=[O:18])[C:16]2[C:15](=[CH:22][CH:21]=[CH:20][CH:19]=2)[C:14]1=[O:23]. (3) Given the reactants C([O:8][C:9]1[CH:14]=[CH:13][C:12]([NH:15][C:16]([NH:18][C:19]2[CH:24]=[CH:23][C:22]([O:25][C:26]3[C:27]4[N:34]([CH3:35])[CH:33]=[CH:32][C:28]=4[N:29]=[CH:30][N:31]=3)=[CH:21][C:20]=2[Cl:36])=[O:17])=[CH:11][C:10]=1[C:37]([F:40])([F:39])[F:38])C1C=CC=CC=1.C1CC=CCC=1, predict the reaction product. The product is: [Cl:36][C:20]1[CH:21]=[C:22]([O:25][C:26]2[C:27]3[N:34]([CH3:35])[CH:33]=[CH:32][C:28]=3[N:29]=[CH:30][N:31]=2)[CH:23]=[CH:24][C:19]=1[NH:18][C:16]([NH:15][C:12]1[CH:13]=[CH:14][C:9]([OH:8])=[C:10]([C:37]([F:39])([F:38])[F:40])[CH:11]=1)=[O:17].